From a dataset of Forward reaction prediction with 1.9M reactions from USPTO patents (1976-2016). Predict the product of the given reaction. (1) Given the reactants [CH3:1][N:2]1[CH2:6][CH2:5][C@H:4]([O:7][C:8](=[O:18])[N:9](C)[C:10]2[CH:15]=[CH:14][CH:13]=[CH:12][C:11]=2Br)[CH2:3]1.[F:19][C:20]1[CH:21]=[C:22](B(O)O)[CH:23]=[CH:24][CH:25]=1.[C:29](=O)([O-])[O-].[K+].[K+], predict the reaction product. The product is: [F:19][C:20]1[CH:21]=[C:22]([C:11]2[CH:12]=[CH:13][CH:14]=[CH:15][C:10]=2[NH:9][C:8](=[O:18])[O:7][CH2:4][C@H:5]2[CH2:29][CH2:3][N:2]([CH3:1])[CH2:6]2)[CH:23]=[CH:24][CH:25]=1. (2) Given the reactants [Br:1][C:2]1[CH:11]=[CH:10][C:5]([C:6]([O:8]C)=[O:7])=[C:4]([CH2:12][O:13][CH3:14])[CH:3]=1.[OH-].[Na+].CCOC(C)=O.O, predict the reaction product. The product is: [Br:1][C:2]1[CH:11]=[CH:10][C:5]([C:6]([OH:8])=[O:7])=[C:4]([CH2:12][O:13][CH3:14])[CH:3]=1. (3) Given the reactants C([O:4][C:5]1[CH:10]=[C:9]([C:11]#[N:12])[C:8](Br)=[C:7]([C:14]#[N:15])[C:6]=1[O:16]C(=O)C)(=O)C.[CH3:20][N:21]1[CH:25]=[CH:24][CH:23]=[C:22]1[Sn](CCCC)(CCCC)CCCC, predict the reaction product. The product is: [OH:16][C:6]1[C:5]([OH:4])=[CH:10][C:9]([C:11]#[N:12])=[C:8]([C:22]2[N:21]([CH3:20])[CH:25]=[CH:24][CH:23]=2)[C:7]=1[C:14]#[N:15].